From a dataset of Full USPTO retrosynthesis dataset with 1.9M reactions from patents (1976-2016). Predict the reactants needed to synthesize the given product. (1) Given the product [C:30]([CH2:29][CH2:28][CH2:27][N:26]([CH2:32][CH2:33][CH2:34][C:35]#[N:36])[S:25]([N:20]1[CH2:19][CH2:18][N:17]([C:16]2[C:11]3[CH:10]=[CH:9][NH:8][C:12]=3[N:13]=[CH:14][N:15]=2)[CH2:24][C:21]21[CH2:23][CH2:22]2)(=[O:38])=[O:37])#[N:31], predict the reactants needed to synthesize it. The reactants are: C(OC([N:8]1[C:12]2[N:13]=[CH:14][N:15]=[C:16]([N:17]3[CH2:24][C:21]4([CH2:23][CH2:22]4)[N:20]([S:25](=[O:38])(=[O:37])[N:26]([CH2:32][CH2:33][CH2:34][C:35]#[N:36])[CH2:27][CH2:28][CH2:29][C:30]#[N:31])[CH2:19][CH2:18]3)[C:11]=2[CH:10]=[CH:9]1)=O)(C)(C)C.C(O)(C(F)(F)F)=O. (2) Given the product [NH2:1][C:2]1[C:11]2[CH:10]=[CH:9][CH:8]=[C:7]([C:26]3[CH:27]=[N:28][C:23]([O:22][CH3:21])=[CH:24][CH:25]=3)[C:6]=2[N:5]=[C:4]2[CH2:13][N:14]([CH:17]3[CH2:20][CH2:19][CH2:18]3)[C:15](=[O:16])[C:3]=12, predict the reactants needed to synthesize it. The reactants are: [NH2:1][C:2]1[C:11]2[CH:10]=[CH:9][CH:8]=[C:7](Br)[C:6]=2[N:5]=[C:4]2[CH2:13][N:14]([CH:17]3[CH2:20][CH2:19][CH2:18]3)[C:15](=[O:16])[C:3]=12.[CH3:21][O:22][C:23]1[N:28]=[CH:27][C:26](B(O)O)=[CH:25][CH:24]=1. (3) Given the product [NH:8]1[CH2:11][CH:10]([NH:12][C:13]2[CH:14]=[CH:15][C:16]3[O:25][CH2:24][CH2:23][C:22]4[CH:21]=[C:20]([C:26]5[N:27]([C:31]6[CH:36]=[CH:35][C:34]([F:37])=[CH:33][C:32]=6[F:38])[N:28]=[CH:29][N:30]=5)[S:19][C:18]=4[C:17]=3[N:39]=2)[CH2:9]1, predict the reactants needed to synthesize it. The reactants are: C(OC([N:8]1[CH2:11][CH:10]([NH:12][C:13]2[CH:14]=[CH:15][C:16]3[O:25][CH2:24][CH2:23][C:22]4[CH:21]=[C:20]([C:26]5[N:27]([C:31]6[CH:36]=[CH:35][C:34]([F:37])=[CH:33][C:32]=6[F:38])[N:28]=[CH:29][N:30]=5)[S:19][C:18]=4[C:17]=3[N:39]=2)[CH2:9]1)=O)(C)(C)C.Cl. (4) Given the product [C:30]([N:33]1[CH2:39][CH2:38][CH2:37][N:36]([CH2:19][CH2:18][CH2:17][CH2:16][C:15]([NH:14][C:11]2[CH:10]=[C:9]([C:6]3[CH:7]=[CH:8][C:3]([O:2][CH3:1])=[CH:4][CH:5]=3)[NH:13][N:12]=2)=[O:21])[CH2:35][CH2:34]1)(=[O:32])[CH3:31], predict the reactants needed to synthesize it. The reactants are: [CH3:1][O:2][C:3]1[CH:8]=[CH:7][C:6]([C:9]2[NH:13][N:12]=[C:11]([NH:14][C:15](=[O:21])[CH2:16][CH2:17][CH2:18][CH2:19]Br)[CH:10]=2)=[CH:5][CH:4]=1.C(=O)([O-])[O-].[K+].[K+].[I-].[K+].[C:30]([N:33]1[CH2:39][CH2:38][CH2:37][NH:36][CH2:35][CH2:34]1)(=[O:32])[CH3:31].IC1C=CNN=1. (5) Given the product [Br:1][C:2]1[CH:3]=[CH:4][C:5]2[N:6]([CH:8]=[C:9]([CH2:11][O:12][Si:22]([C:19]([CH3:21])([CH3:20])[CH3:18])([CH3:24])[CH3:23])[N:10]=2)[CH:7]=1, predict the reactants needed to synthesize it. The reactants are: [Br:1][C:2]1[CH:3]=[CH:4][C:5]2[N:6]([CH:8]=[C:9]([CH2:11][OH:12])[N:10]=2)[CH:7]=1.N1C=CN=C1.[CH3:18][C:19]([Si:22](Cl)([CH3:24])[CH3:23])([CH3:21])[CH3:20].